Dataset: Full USPTO retrosynthesis dataset with 1.9M reactions from patents (1976-2016). Task: Predict the reactants needed to synthesize the given product. (1) Given the product [CH:1]([C:4]1[CH:9]=[CH:8][C:7]([S:10]([CH3:13])(=[O:11])=[O:12])=[CH:6][C:5]=1[C:14]([N:16]1[CH2:21][CH2:20][N:19]([C:22]2[CH:23]=[CH:24][C:25]([C:28]([F:31])([F:29])[F:30])=[CH:26][CH:27]=2)[CH2:18][CH2:17]1)=[O:15])([CH3:3])[CH3:2], predict the reactants needed to synthesize it. The reactants are: [C:1]([C:4]1[CH:9]=[CH:8][C:7]([S:10]([CH3:13])(=[O:12])=[O:11])=[CH:6][C:5]=1[C:14]([N:16]1[CH2:21][CH2:20][N:19]([C:22]2[CH:27]=[CH:26][C:25]([C:28]([F:31])([F:30])[F:29])=[CH:24][CH:23]=2)[CH2:18][CH2:17]1)=[O:15])([CH3:3])=[CH2:2]. (2) Given the product [CH3:18][C:19]1[CH:24]=[C:23]([C:25]2[CH:29]=[CH:28][N:27]([CH3:30])[N:26]=2)[C:22]([CH3:31])=[CH:21][C:20]=1[O:32][CH2:2][C:3]1[C:8]([CH3:9])=[C:7]([F:10])[CH:6]=[CH:5][C:4]=1[N:11]1[C:15](=[O:16])[N:14]([CH3:17])[N:13]=[N:12]1, predict the reactants needed to synthesize it. The reactants are: Br[CH2:2][C:3]1[C:8]([CH3:9])=[C:7]([F:10])[CH:6]=[CH:5][C:4]=1[N:11]1[C:15](=[O:16])[N:14]([CH3:17])[N:13]=[N:12]1.[CH3:18][C:19]1[CH:24]=[C:23]([C:25]2[CH:29]=[CH:28][N:27]([CH3:30])[N:26]=2)[C:22]([CH3:31])=[CH:21][C:20]=1[OH:32].C(=O)([O-])[O-].[K+].[K+]. (3) Given the product [N+:8](/[CH:11]=[CH:6]/[CH:3]1[CH2:4][CH2:5][O:1][CH2:2]1)([O-:10])=[O:9], predict the reactants needed to synthesize it. The reactants are: [O:1]1[CH2:5][CH2:4][CH:3]([CH:6]=O)[CH2:2]1.[N+:8]([CH3:11])([O-:10])=[O:9].FC(F)(F)C(OC(=O)C(F)(F)F)=O.C(N(CC)CC)C. (4) Given the product [CH2:16]([N:19]1[CH:23]=[CH:22][N:21]=[C:20]1[C:24]1[S:25][C:26]([C:12]2[C:13]3[N:14]=[C:6]([NH:5][C:1]([CH3:4])([CH3:3])[CH3:2])[S:7][C:8]=3[N:9]=[CH:10][N:11]=2)=[CH:27][C:28]=1[C:29]1[CH:34]=[CH:33][C:32]([Cl:35])=[CH:31][C:30]=1[Cl:36])[CH:17]=[CH2:18], predict the reactants needed to synthesize it. The reactants are: [C:1]([NH:5][C:6]1[S:7][C:8]2[N:9]=[CH:10][N:11]=[C:12](Cl)[C:13]=2[N:14]=1)([CH3:4])([CH3:3])[CH3:2].[CH2:16]([N:19]1[CH:23]=[CH:22][N:21]=[C:20]1[C:24]1[S:25][C:26]([Sn](CCCC)(CCCC)CCCC)=[CH:27][C:28]=1[C:29]1[CH:34]=[CH:33][C:32]([Cl:35])=[CH:31][C:30]=1[Cl:36])[CH:17]=[CH2:18]. (5) Given the product [CH2:2]([O:3][C:4]([C:6]1[NH:15][C:9]2=[N:10][C:11]([Br:14])=[CH:12][CH:13]=[C:8]2[CH:7]=1)=[O:5])[CH3:1], predict the reactants needed to synthesize it. The reactants are: [CH3:1][CH2:2][O:3][C:4]([C:6]1[N:15](C(OC(C)(C)C)=O)[C:9]2=[N:10][C:11]([Br:14])=[CH:12][CH:13]=[C:8]2[CH:7]=1)=[O:5].FC(F)(F)C(O)=O. (6) Given the product [CH2:6]([O:5][P:4]([CH:9]([CH2:15][CH2:14][CH2:16][CH2:17][CH2:23][CH2:24][CH2:19][CH2:20][CH2:21][CH3:22])[CH2:10][CH2:11][CH:12]=[CH2:13])(=[O:8])[O:3][CH2:1][CH3:2])[CH3:7], predict the reactants needed to synthesize it. The reactants are: [CH2:1]([O:3][P:4]([CH2:9][CH2:10][CH2:11][CH:12]=[CH2:13])(=[O:8])[O:5][CH2:6][CH3:7])[CH3:2].[CH:14]([Li])([CH2:16][CH3:17])[CH3:15].[CH2:19]1[CH2:24][CH2:23][CH2:22][CH2:21][CH2:20]1.